This data is from Forward reaction prediction with 1.9M reactions from USPTO patents (1976-2016). The task is: Predict the product of the given reaction. (1) Given the reactants C(OC([N:8]1[CH2:12][CH2:11][CH:10]([NH:13][C:14]2[CH:15]=[N:16][C:17]([O:23][C:24]3[CH:29]=[CH:28][C:27]([O:30][C:31]4[CH:36]=[CH:35][CH:34]=[C:33]([F:37])[CH:32]=4)=[CH:26][CH:25]=3)=[C:18]([C:20](=[O:22])[NH2:21])[CH:19]=2)[CH2:9]1)=O)(C)(C)C.Cl, predict the reaction product. The product is: [F:37][C:33]1[CH:32]=[C:31]([CH:36]=[CH:35][CH:34]=1)[O:30][C:27]1[CH:28]=[CH:29][C:24]([O:23][C:17]2[N:16]=[CH:15][C:14]([NH:13][CH:10]3[CH2:11][CH2:12][NH:8][CH2:9]3)=[CH:19][C:18]=2[C:20]([NH2:21])=[O:22])=[CH:25][CH:26]=1. (2) Given the reactants [CH3:1][O:2][CH2:3][O:4][C:5]1[CH:6]=[C:7]([CH:11]=[CH:12][C:13]=1[CH3:14])[C:8]([OH:10])=O.CN(C)CCCN=C=NCC.O.ON1C2C=CC=CC=2N=N1.[C:37](=[N:40]O)([NH2:39])[CH3:38], predict the reaction product. The product is: [CH3:1][O:2][CH2:3][O:4][C:5]1[CH:6]=[C:7]([C:8]2[O:10][N:40]=[C:37]([CH3:38])[N:39]=2)[CH:11]=[CH:12][C:13]=1[CH3:14]. (3) Given the reactants Br[C:2]1[N:10]2[C:5]([C:6]([NH2:11])=[N:7][CH:8]=[N:9]2)=[CH:4][CH:3]=1.Cl[Si](C)(C)C.CC([Mg]Cl)C.[O:22]=[C:23]1[CH2:28][CH2:27][CH2:26][N:25]([C:29]([O:31][C:32]([CH3:35])([CH3:34])[CH3:33])=[O:30])[CH2:24]1.[Cl-].[NH4+], predict the reaction product. The product is: [NH2:11][C:6]1[C:5]2=[CH:4][CH:3]=[C:2]([C:23]3([OH:22])[CH2:28][CH2:27][CH2:26][N:25]([C:29]([O:31][C:32]([CH3:34])([CH3:33])[CH3:35])=[O:30])[CH2:24]3)[N:10]2[N:9]=[CH:8][N:7]=1. (4) Given the reactants [Cl:1][C:2]1[CH:7]=[C:6]([O:8][C:9]2[C:10]([C:14]3[CH:19]=[CH:18][CH:17]=[CH:16][N:15]=3)=[N:11][NH:12][CH:13]=2)[CH:5]=[CH:4][N:3]=1.[H-].[Na+].[F:22][CH:23]([F:25])I, predict the reaction product. The product is: [Cl:1][C:2]1[CH:7]=[C:6]([O:8][C:9]2[C:10]([C:14]3[CH:19]=[CH:18][CH:17]=[CH:16][N:15]=3)=[N:11][N:12]([CH:23]([F:25])[F:22])[CH:13]=2)[CH:5]=[CH:4][N:3]=1. (5) Given the reactants CCN(CC)CC.[CH2:8]([CH:11]([CH2:15][CH2:16][CH3:17])[C:12]([OH:14])=O)[CH2:9][CH3:10].CN(C(ON1N=NC2C=CC=NC1=2)=[N+](C)C)C.F[P-](F)(F)(F)(F)F.[Br:42][C:43]1[CH:44]=[C:45]([CH:47]=[CH:48][CH:49]=1)[NH2:46], predict the reaction product. The product is: [Br:42][C:43]1[CH:44]=[C:45]([NH:46][C:12](=[O:14])[CH:11]([CH2:8][CH2:9][CH3:10])[CH2:15][CH2:16][CH3:17])[CH:47]=[CH:48][CH:49]=1. (6) The product is: [Cl:1][C:2]1[CH:3]=[CH:4][C:5]([O:10][C:14]2[N:19]=[N:18][C:17]([C:20]([NH2:22])=[O:21])=[C:16]([NH:23][C:24]3[CH:29]=[CH:28][CH:27]=[C:26]([CH3:30])[N:25]=3)[CH:15]=2)=[C:6]([C:7]#[N:8])[CH:9]=1. Given the reactants [Cl:1][C:2]1[CH:3]=[CH:4][C:5]([OH:10])=[C:6]([CH:9]=1)[C:7]#[N:8].[H-].[Na+].Cl[C:14]1[N:19]=[N:18][C:17]([C:20]([NH2:22])=[O:21])=[C:16]([NH:23][C:24]2[CH:29]=[CH:28][CH:27]=[C:26]([CH3:30])[N:25]=2)[CH:15]=1, predict the reaction product. (7) Given the reactants [OH:1][C:2]1[CH:7]=[CH:6][C:5]([C:8]([C:11]2[CH:16]=[CH:15][C:14]([OH:17])=[CH:13][CH:12]=2)([CH3:10])[CH3:9])=[CH:4][CH:3]=1, predict the reaction product. The product is: [OH:1][C:2]1[CH:3]=[CH:4][C:5]([C:8]([C:11]2[CH:12]=[CH:13][C:14]([OH:17])=[CH:15][CH:16]=2)([CH3:10])[CH3:9])=[CH:6][CH:7]=1.[C:2]1([OH:1])[CH:7]=[CH:6][CH:5]=[CH:4][CH:3]=1.